Dataset: Catalyst prediction with 721,799 reactions and 888 catalyst types from USPTO. Task: Predict which catalyst facilitates the given reaction. (1) Product: [NH2:12][C:10]1[S:11][C:7]([C:5]2[CH:4]=[CH:3][N:22]=[C:20]([NH:19][C:23]3[CH:24]=[C:25]([S:29]([NH:32][CH2:33][CH2:34][O:35][CH3:36])(=[O:31])=[O:30])[CH:26]=[CH:27][CH:28]=3)[N:21]=2)=[C:8]([CH3:17])[N:9]=1. Reactant: CN(C)[CH:3]=[CH:4][C:5]([C:7]1[S:11][C:10]([N:12]=CN(C)C)=[N:9][C:8]=1[CH3:17])=O.[NH:19]([C:23]1[CH:24]=[C:25]([S:29]([NH:32][CH2:33][CH2:34][O:35][CH3:36])(=[O:31])=[O:30])[CH:26]=[CH:27][CH:28]=1)[C:20]([NH2:22])=[NH:21]. The catalyst class is: 23. (2) Reactant: [H-].[Na+].Cl[C:4]1[N:9]=[C:8]([O:10][CH2:11][CH3:12])[C:7]([N+:13]([O-:15])=[O:14])=[CH:6][CH:5]=1.[C:16]([O:23][C:24]([CH3:27])([CH3:26])[CH3:25])(=[O:22])[CH2:17][C:18]([O:20][CH3:21])=[O:19]. Product: [CH2:11]([O:10][C:8]1[N:9]=[C:4]([CH:17]([C:18]([O:20][CH3:21])=[O:19])[C:16]([O:23][C:24]([CH3:27])([CH3:25])[CH3:26])=[O:22])[CH:5]=[CH:6][C:7]=1[N+:13]([O-:15])=[O:14])[CH3:12]. The catalyst class is: 869. (3) Reactant: [Br:1][C:2]1[N:6](S(N(C)C)(=O)=O)[N:5]=[C:4]([C:13]([F:16])([F:15])[F:14])[CH:3]=1.FC(F)(F)C(O)=O. Product: [Br:1][C:2]1[NH:6][N:5]=[C:4]([C:13]([F:16])([F:15])[F:14])[CH:3]=1. The catalyst class is: 801. (4) Reactant: [CH:1]1[C:10]2[C:5](=[CH:6][CH:7]=[CH:8][CH:9]=2)[CH:4]=[CH:3][C:2]=1[CH2:11][CH2:12][CH2:13][C:14]1[O:18][N:17]=[C:16]([C:19]([O:21]CC)=[O:20])[CH:15]=1.O.[OH-].[K+]. Product: [CH:1]1[C:10]2[C:5](=[CH:6][CH:7]=[CH:8][CH:9]=2)[CH:4]=[CH:3][C:2]=1[CH2:11][CH2:12][CH2:13][C:14]1[O:18][N:17]=[C:16]([C:19]([OH:21])=[O:20])[CH:15]=1. The catalyst class is: 8. (5) Reactant: Br[CH2:2][CH2:3][CH2:4][CH2:5][CH2:6][C:7]([NH:9][C:10]1[C:11]([S:16][CH3:17])=[N:12][CH:13]=[CH:14][CH:15]=1)=[O:8].[SH:18][C:19]1[O:20][C:21]2[CH:27]=[CH:26][CH:25]=[CH:24][C:22]=2[N:23]=1.C1OCCOCCOCCOCCOCCOC1.C(=O)([O-])[O-].[K+].[K+]. Product: [O:20]1[C:21]2[CH:27]=[CH:26][CH:25]=[CH:24][C:22]=2[N:23]=[C:19]1[S:18][CH2:2][CH2:3][CH2:4][CH2:5][CH2:6][C:7]([NH:9][C:10]1[C:11]([S:16][CH3:17])=[N:12][CH:13]=[CH:14][CH:15]=1)=[O:8]. The catalyst class is: 136. (6) Reactant: [CH3:1][CH:2]1[CH2:7][CH2:6][N:5]([C:8]2[CH:13]=[CH:12][CH:11]=[CH:10][C:9]=2[NH:14][C:15]([C:17]2[N:18](COCC[Si](C)(C)C)[CH:19]=[C:20]([C:22]#[N:23])[N:21]=2)=[O:16])[CH2:4][CH2:3]1.[C:32]([OH:38])([C:34]([F:37])([F:36])[F:35])=[O:33]. Product: [F:35][C:34]([F:37])([F:36])[C:32]([OH:38])=[O:33].[CH3:1][CH:2]1[CH2:7][CH2:6][N:5]([C:8]2[CH:13]=[CH:12][CH:11]=[CH:10][C:9]=2[NH:14][C:15]([C:17]2[NH:18][CH:19]=[C:20]([C:22]#[N:23])[N:21]=2)=[O:16])[CH2:4][CH2:3]1. The catalyst class is: 497.